Dataset: Peptide-MHC class I binding affinity with 185,985 pairs from IEDB/IMGT. Task: Regression. Given a peptide amino acid sequence and an MHC pseudo amino acid sequence, predict their binding affinity value. This is MHC class I binding data. The peptide sequence is RAWGRRLMI. The MHC is HLA-B35:01 with pseudo-sequence HLA-B35:01. The binding affinity (normalized) is 0.160.